This data is from Peptide-MHC class I binding affinity with 185,985 pairs from IEDB/IMGT. The task is: Regression. Given a peptide amino acid sequence and an MHC pseudo amino acid sequence, predict their binding affinity value. This is MHC class I binding data. (1) The peptide sequence is RQFPTAKEF. The MHC is Mamu-B52 with pseudo-sequence Mamu-B52. The binding affinity (normalized) is 0.389. (2) The peptide sequence is VSTAPTGSW. The MHC is HLA-B14:02 with pseudo-sequence HLA-B14:02. The binding affinity (normalized) is 0.213. (3) The peptide sequence is SQASSRSSSR. The MHC is HLA-A68:01 with pseudo-sequence HLA-A68:01. The binding affinity (normalized) is 0.446. (4) The peptide sequence is YIKIFIMIV. The MHC is HLA-A02:01 with pseudo-sequence HLA-A02:01. The binding affinity (normalized) is 0.0847.